This data is from NCI-60 drug combinations with 297,098 pairs across 59 cell lines. The task is: Regression. Given two drug SMILES strings and cell line genomic features, predict the synergy score measuring deviation from expected non-interaction effect. (1) Drug 1: C1CC(C1)(C(=O)O)C(=O)O.[NH2-].[NH2-].[Pt+2]. Drug 2: CN1C=C(C=N1)C2=C3N=C(C(=C(N3N=C2)N)Br)C4CCCNC4. Cell line: NCIH23. Synergy scores: CSS=76.7, Synergy_ZIP=4.03, Synergy_Bliss=2.85, Synergy_Loewe=3.32, Synergy_HSA=7.70. (2) Drug 1: CC1C(C(CC(O1)OC2CC(CC3=C2C(=C4C(=C3O)C(=O)C5=C(C4=O)C(=CC=C5)OC)O)(C(=O)C)O)N)O.Cl. Drug 2: C1C(C(OC1N2C=NC(=NC2=O)N)CO)O. Cell line: SK-MEL-28. Synergy scores: CSS=19.5, Synergy_ZIP=-0.446, Synergy_Bliss=8.87, Synergy_Loewe=-5.17, Synergy_HSA=6.02. (3) Drug 1: CN(C)C1=NC(=NC(=N1)N(C)C)N(C)C. Drug 2: B(C(CC(C)C)NC(=O)C(CC1=CC=CC=C1)NC(=O)C2=NC=CN=C2)(O)O. Cell line: EKVX. Synergy scores: CSS=0.632, Synergy_ZIP=0.519, Synergy_Bliss=-0.0730, Synergy_Loewe=-0.0565, Synergy_HSA=-2.15. (4) Drug 1: CC1=C2C(C(=O)C3(C(CC4C(C3C(C(C2(C)C)(CC1OC(=O)C(C(C5=CC=CC=C5)NC(=O)OC(C)(C)C)O)O)OC(=O)C6=CC=CC=C6)(CO4)OC(=O)C)O)C)O. Synergy scores: CSS=24.6, Synergy_ZIP=-4.74, Synergy_Bliss=-5.01, Synergy_Loewe=-3.99, Synergy_HSA=-2.81. Cell line: PC-3. Drug 2: CC1C(C(CC(O1)OC2CC(CC3=C2C(=C4C(=C3O)C(=O)C5=C(C4=O)C(=CC=C5)OC)O)(C(=O)CO)O)N)O.Cl. (5) Drug 1: CS(=O)(=O)CCNCC1=CC=C(O1)C2=CC3=C(C=C2)N=CN=C3NC4=CC(=C(C=C4)OCC5=CC(=CC=C5)F)Cl. Drug 2: CCC1(CC2CC(C3=C(CCN(C2)C1)C4=CC=CC=C4N3)(C5=C(C=C6C(=C5)C78CCN9C7C(C=CC9)(C(C(C8N6C)(C(=O)OC)O)OC(=O)C)CC)OC)C(=O)OC)O.OS(=O)(=O)O. Cell line: SN12C. Synergy scores: CSS=4.17, Synergy_ZIP=-2.37, Synergy_Bliss=-0.0581, Synergy_Loewe=-2.07, Synergy_HSA=-1.63. (6) Drug 1: CS(=O)(=O)C1=CC(=C(C=C1)C(=O)NC2=CC(=C(C=C2)Cl)C3=CC=CC=N3)Cl. Drug 2: CC1=C2C(C(=O)C3(C(CC4C(C3C(C(C2(C)C)(CC1OC(=O)C(C(C5=CC=CC=C5)NC(=O)OC(C)(C)C)O)O)OC(=O)C6=CC=CC=C6)(CO4)OC(=O)C)OC)C)OC. Cell line: A498. Synergy scores: CSS=33.2, Synergy_ZIP=0.695, Synergy_Bliss=-0.594, Synergy_Loewe=-6.55, Synergy_HSA=0.505. (7) Drug 1: CC1=C(C=C(C=C1)NC(=O)C2=CC=C(C=C2)CN3CCN(CC3)C)NC4=NC=CC(=N4)C5=CN=CC=C5. Drug 2: CC1=C2C(C(=O)C3(C(CC4C(C3C(C(C2(C)C)(CC1OC(=O)C(C(C5=CC=CC=C5)NC(=O)OC(C)(C)C)O)O)OC(=O)C6=CC=CC=C6)(CO4)OC(=O)C)O)C)O. Cell line: MDA-MB-435. Synergy scores: CSS=23.0, Synergy_ZIP=15.0, Synergy_Bliss=19.6, Synergy_Loewe=15.0, Synergy_HSA=16.5.